Dataset: Catalyst prediction with 721,799 reactions and 888 catalyst types from USPTO. Task: Predict which catalyst facilitates the given reaction. (1) Reactant: [Cl:1][C:2]1[CH:7]=[CH:6][CH:5]=[CH:4][C:3]=1[C:8]1[C:9]2[C:13]([CH:14]=[CH:15][CH:16]=1)=[N:12][N:11]1[C:17]([CH:22]3[CH2:27][CH2:26][N:25](C(OC(C)(C)C)=O)[CH2:24][CH2:23]3)=[CH:18][C:19](=[O:21])[NH:20][C:10]=21.Cl. Product: [ClH:1].[Cl:1][C:2]1[CH:7]=[CH:6][CH:5]=[CH:4][C:3]=1[C:8]1[C:9]2[C:13]([CH:14]=[CH:15][CH:16]=1)=[N:12][N:11]1[C:17]([CH:22]3[CH2:27][CH2:26][NH:25][CH2:24][CH2:23]3)=[CH:18][C:19](=[O:21])[NH:20][C:10]=21. The catalyst class is: 12. (2) Reactant: Br[C:2]1[CH:10]=[CH:9][CH:8]=[C:7]2[C:3]=1[C:4]([C:18]([N:20]1[CH2:25][CH2:24][CH:23]([C:26]3[CH:27]=[C:28]([CH:37]=[CH:38][C:39]=3[F:40])[CH2:29][NH:30][C:31](=[O:36])[C:32]([F:35])([F:34])[F:33])[CH2:22][CH2:21]1)=[O:19])=[CH:5][N:6]2[CH2:11][CH2:12][O:13][C:14]([F:17])([F:16])[F:15].[N:41]1[CH:46]=[C:45](B(O)O)[CH:44]=[N:43][CH:42]=1.C(=O)([O-])[O-].[Cs+].[Cs+].C(Cl)Cl. Product: [F:34][C:32]([F:33])([F:35])[C:31]([NH:30][CH2:29][C:28]1[CH:37]=[CH:38][C:39]([F:40])=[C:26]([CH:23]2[CH2:22][CH2:21][N:20]([C:18]([C:4]3[C:3]4[C:7](=[CH:8][CH:9]=[CH:10][C:2]=4[C:45]4[CH:46]=[N:41][CH:42]=[N:43][CH:44]=4)[N:6]([CH2:11][CH2:12][O:13][C:14]([F:17])([F:15])[F:16])[CH:5]=3)=[O:19])[CH2:25][CH2:24]2)[CH:27]=1)=[O:36]. The catalyst class is: 117. (3) Reactant: [C:1]([C:4]1[CH:9]=[CH:8][C:7]([C:10]2[C:31](/[CH:32]=[CH:33]/[CH2:34][N:35]3[CH2:40][CH2:39][CH2:38][CH2:37][CH2:36]3)=[C:13]3[CH:14]=[C:15]([C:18]([N:20]([CH2:26][CH2:27][CH:28]([CH3:30])[CH3:29])[CH2:21][CH2:22][CH:23]([CH3:25])[CH3:24])=[O:19])[CH:16]=[CH:17][N:12]3[N:11]=2)=[CH:6][CH:5]=1)(=[O:3])[CH3:2].C(N(CC)CC)C. Product: [OH:3][CH:1]([C:4]1[CH:9]=[CH:8][C:7]([C:10]2[C:31]([CH2:32][CH2:33][CH2:34][N:35]3[CH2:40][CH2:39][CH2:38][CH2:37][CH2:36]3)=[C:13]3[CH:14]=[C:15]([C:18]([N:20]([CH2:26][CH2:27][CH:28]([CH3:29])[CH3:30])[CH2:21][CH2:22][CH:23]([CH3:25])[CH3:24])=[O:19])[CH:16]=[CH:17][N:12]3[N:11]=2)=[CH:6][CH:5]=1)[CH3:2]. The catalyst class is: 19. (4) Reactant: [N:1]1([CH2:7][C:8]2[CH:13]=[CH:12][C:11]([C@@H:14]3[O:23][C:18]4=[N:19][CH:20]=[CH:21][CH:22]=[C:17]4[O:16][CH2:15]3)=[CH:10][CH:9]=2)[CH2:6][CH2:5][NH:4][CH2:3][CH2:2]1.Cl[C:25]([CH2:27][O:28]C(=O)C)=[O:26].CCN(C(C)C)C(C)C.C(OC)(C)(C)C. Product: [O:16]1[C:17]2[C:18](=[N:19][CH:20]=[CH:21][CH:22]=2)[O:23][C@@H:14]([C:11]2[CH:12]=[CH:13][C:8]([CH2:7][N:1]3[CH2:6][CH2:5][N:4]([C:25](=[O:26])[CH2:27][OH:28])[CH2:3][CH2:2]3)=[CH:9][CH:10]=2)[CH2:15]1. The catalyst class is: 2.